This data is from Forward reaction prediction with 1.9M reactions from USPTO patents (1976-2016). The task is: Predict the product of the given reaction. (1) The product is: [CH3:10][N:11]([CH3:12])[CH2:2]/[CH:3]=[C:4](\[CH3:9])/[C:5]([O:7][CH3:8])=[O:6]. Given the reactants Br[CH2:2]/[CH:3]=[C:4](\[CH3:9])/[C:5]([O:7][CH3:8])=[O:6].[CH3:10][NH:11][CH3:12], predict the reaction product. (2) Given the reactants C(OC(=O)C1C=CC(N[C:12](=[O:38])[CH:13]([N:20]2[C:24]3[CH:25]=[C:26]([F:30])[C:27]([F:29])=[CH:28][C:23]=3[N:22]=[C:21]2[C:31]2[CH:36]=[CH:35][C:34]([Cl:37])=[CH:33][CH:32]=2)[CH:14]2[CH2:19][CH2:18][CH2:17][CH2:16][CH2:15]2)=CC=1)C.ClC1C=CC(C2N(C(C3CCCCC3)C(NC[C@H]3CC[C@H](C(O)=O)CC3)=O)C3C=CC(F)=CC=3N=2)=CC=1.[CH2:77]([O:79][C:80](=[O:89])[CH2:81][C:82]1[CH:87]=[CH:86][C:85]([NH2:88])=[CH:84][CH:83]=1)[CH3:78].F[P-](F)(F)(F)(F)F.N1(OC(N(C)C)=[N+](C)C)C2N=CC=CC=2N=N1, predict the reaction product. The product is: [CH2:77]([O:79][C:80](=[O:89])[CH2:81][C:82]1[CH:83]=[CH:84][C:85]([NH:88][C:12](=[O:38])[CH:13]([N:20]2[C:24]3[CH:25]=[C:26]([F:30])[C:27]([F:29])=[CH:28][C:23]=3[N:22]=[C:21]2[C:31]2[CH:32]=[CH:33][C:34]([Cl:37])=[CH:35][CH:36]=2)[CH:14]2[CH2:15][CH2:16][CH2:17][CH2:18][CH2:19]2)=[CH:86][CH:87]=1)[CH3:78].